This data is from Forward reaction prediction with 1.9M reactions from USPTO patents (1976-2016). The task is: Predict the product of the given reaction. Given the reactants C[Al](C)C.[NH2:5][C:6]1[CH:13]=[CH:12][C:9]([C:10]#[N:11])=[CH:8][N:7]=1.[Si:14]([O:31][CH2:32][CH2:33][O:34][CH2:35][C@H:36]([OH:41])[C:37](OC)=[O:38])([C:27]([CH3:30])([CH3:29])[CH3:28])([C:21]1[CH:26]=[CH:25][CH:24]=[CH:23][CH:22]=1)[C:15]1[CH:20]=[CH:19][CH:18]=[CH:17][CH:16]=1, predict the reaction product. The product is: [Si:14]([O:31][CH2:32][CH2:33][O:34][CH2:35][C@H:36]([OH:41])[C:37]([NH:5][C:6]1[CH:13]=[CH:12][C:9]([C:10]#[N:11])=[CH:8][N:7]=1)=[O:38])([C:27]([CH3:30])([CH3:28])[CH3:29])([C:21]1[CH:26]=[CH:25][CH:24]=[CH:23][CH:22]=1)[C:15]1[CH:16]=[CH:17][CH:18]=[CH:19][CH:20]=1.